From a dataset of Full USPTO retrosynthesis dataset with 1.9M reactions from patents (1976-2016). Predict the reactants needed to synthesize the given product. (1) Given the product [C:18]([O:17][C:15]([N:12]1[CH2:13][CH2:14][C:9]([N:7]2[CH:8]=[C:4]([C:1](=[O:3])[NH2:2])[C:5]([NH:25][C:26]3[CH:27]=[CH:28][C:29]([CH2:32][C:33]([OH:35])=[O:34])=[CH:30][CH:31]=3)=[N:6]2)([CH2:22][C:23]#[N:24])[CH2:10][CH2:11]1)=[O:16])([CH3:21])([CH3:19])[CH3:20], predict the reactants needed to synthesize it. The reactants are: [C:1]([C:4]1[C:5]([NH:25][C:26]2[CH:31]=[CH:30][C:29]([CH2:32][C:33]([O:35]C)=[O:34])=[CH:28][CH:27]=2)=[N:6][N:7]([C:9]2([CH2:22][C:23]#[N:24])[CH2:14][CH2:13][N:12]([C:15]([O:17][C:18]([CH3:21])([CH3:20])[CH3:19])=[O:16])[CH2:11][CH2:10]2)[CH:8]=1)(=[O:3])[NH2:2].[Li+].[OH-].Cl. (2) The reactants are: [OH:1][C:2]1[C:7]2[CH2:8][O:9][C@@H:10]3[C@@H:14]([C:6]=2[CH:5]=[CH:4][CH:3]=1)[CH2:13][N:12]([C:15]([O:17][C:18]([CH3:21])([CH3:20])[CH3:19])=[O:16])[CH2:11]3.[H-].[Na+].C1C=CC(N([S:31]([C:34]([F:37])([F:36])[F:35])(=[O:33])=[O:32])[S:31]([C:34]([F:37])([F:36])[F:35])(=[O:33])=[O:32])=CC=1. Given the product [F:35][C:34]([F:37])([F:36])[S:31]([O:1][C:2]1[C:7]2[CH2:8][O:9][C@@H:10]3[C@@H:14]([C:6]=2[CH:5]=[CH:4][CH:3]=1)[CH2:13][N:12]([C:15]([O:17][C:18]([CH3:21])([CH3:20])[CH3:19])=[O:16])[CH2:11]3)(=[O:33])=[O:32], predict the reactants needed to synthesize it. (3) Given the product [CH:1]1[C:10]2[C:5](=[CH:6][CH:7]=[C:8]([O:11][CH2:12][C:13]3[CH:21]=[CH:20][C:16]([C:17]([NH:59][S:56]([CH3:55])(=[O:58])=[O:57])=[O:18])=[CH:15][CH:14]=3)[CH:9]=2)[CH:4]=[CH:3][N:2]=1, predict the reactants needed to synthesize it. The reactants are: [CH:1]1[C:10]2[C:5](=[CH:6][CH:7]=[C:8]([O:11][CH2:12][C:13]3[CH:21]=[CH:20][C:16]([C:17](O)=[O:18])=[CH:15][CH:14]=3)[CH:9]=2)[CH:4]=[CH:3][N:2]=1.F[P-](F)(F)(F)(F)F.N1(OC(N(C)C)=[N+](C)C)C2N=CC=CC=2N=N1.C(N(C(C)C)CC)(C)C.[CH3:55][S:56]([NH2:59])(=[O:58])=[O:57]. (4) Given the product [N+:1]([C:4]1[CH:5]=[CH:6][C:7]2[CH2:13][CH2:12][CH2:11][N:10]3[C:9](=[N:20][CH:19]=[CH:18]3)[C:8]=2[CH:15]=1)([O-:3])=[O:2], predict the reactants needed to synthesize it. The reactants are: [N+:1]([C:4]1[CH:5]=[CH:6][C:7]2[CH2:13][CH2:12][CH2:11][NH:10][C:9](=S)[C:8]=2[CH:15]=1)([O-:3])=[O:2].CO[CH:18](OC)[CH2:19][NH2:20].C1(C)C=CC(S(O)(=O)=O)=CC=1. (5) Given the product [CH3:17][O:16][CH2:15][CH2:14][NH:13][C:7]1[N:6]=[C:5]2[C:10]([NH:11][C:3](=[O:2])[N:4]2[CH2:18][C:19]2[CH:24]=[CH:23][C:22]([CH2:25][Cl:29])=[CH:21][CH:20]=2)=[C:9]([NH2:12])[N:8]=1, predict the reactants needed to synthesize it. The reactants are: C[O:2][C:3]1[N:4]([CH2:18][C:19]2[CH:24]=[CH:23][C:22]([CH2:25]O)=[CH:21][CH:20]=2)[C:5]2[C:10]([N:11]=1)=[C:9]([NH2:12])[N:8]=[C:7]([NH:13][CH2:14][CH2:15][O:16][CH3:17])[N:6]=2.O=S(Cl)[Cl:29]. (6) Given the product [N+:1]([C:4]1[CH:9]=[CH:8][C:7]([C:10]2[S:11][C:12]3[CH:13]=[C:15]([CH3:16])[CH:34]=[C:32]([O:33][S:27]([OH:29])(=[O:21])=[O:28])[C:31]=3[N:14]=2)=[CH:6][CH:5]=1)([O-:3])=[O:2], predict the reactants needed to synthesize it. The reactants are: [N+:1]([C:4]1[CH:9]=[CH:8][C:7]([C:10]2[S:11][C:12]3C=C(O)[CH:16]=[CH:15][C:13]=3[N:14]=2)=[CH:6][CH:5]=1)([O-:3])=[O:2].C([O-])([O-])=[O:21].[K+].[K+].C[S:27](Cl)(=[O:29])=[O:28].[CH3:31][C:32]([CH3:34])=[O:33]. (7) Given the product [Br:11][CH:8]1[C:6]2=[CH:5][CH:4]=[CH:3][CH:2]=[C:7]2[CH2:1]1, predict the reactants needed to synthesize it. The reactants are: [CH:1]1[CH2:7][CH:6]=[CH:5][CH:4]=[CH:3][CH:2]=1.[CH:8]([Br:11])(Br)Br.C([O-])([O-])=O.[K+].[K+].C1OCCOCCOCCOCCOCCOC1. (8) Given the product [ClH:40].[ClH:40].[NH2:7][CH2:8][CH2:9][N:10]1[C:18]2[C:17]([NH:19][C:20]3[CH:25]=[CH:24][C:23]([O:26][C:27]4[CH:32]=[CH:31][CH:30]=[C:29]([O:33][CH2:34][CH2:35][O:36][CH3:37])[CH:28]=4)=[C:22]([CH3:38])[CH:21]=3)=[N:16][CH:15]=[N:14][C:13]=2[CH:12]=[CH:11]1, predict the reactants needed to synthesize it. The reactants are: C(OC(=O)[NH:7][CH2:8][CH2:9][N:10]1[C:18]2[C:17]([NH:19][C:20]3[CH:25]=[CH:24][C:23]([O:26][C:27]4[CH:32]=[CH:31][CH:30]=[C:29]([O:33][CH2:34][CH2:35][O:36][CH3:37])[CH:28]=4)=[C:22]([CH3:38])[CH:21]=3)=[N:16][CH:15]=[N:14][C:13]=2[CH:12]=[CH:11]1)(C)(C)C.[ClH:40].